The task is: Predict the reaction yield, written as a fraction of the theoretical maximum amount of product (1.0 means a 100% yield; for example, 0.34 means a 34% yield).. This data is from Reaction yield outcomes from USPTO patents with 853,638 reactions. The reactants are C([O:3][C:4]([C:6]1[N:7]([CH2:16][C:17]#[N:18])[C:8]2[C:13]([CH:14]=1)=[CH:12][C:11]([Cl:15])=[CH:10][CH:9]=2)=[O:5])C.O[Li].O. The catalyst is C1COCC1.O. The product is [Cl:15][C:11]1[CH:12]=[C:13]2[C:8](=[CH:9][CH:10]=1)[N:7]([CH2:16][C:17]#[N:18])[C:6]([C:4]([OH:5])=[O:3])=[CH:14]2. The yield is 0.840.